From a dataset of NCI-60 drug combinations with 297,098 pairs across 59 cell lines. Regression. Given two drug SMILES strings and cell line genomic features, predict the synergy score measuring deviation from expected non-interaction effect. (1) Drug 2: CC(C)CN1C=NC2=C1C3=CC=CC=C3N=C2N. Synergy scores: CSS=2.97, Synergy_ZIP=-1.67, Synergy_Bliss=-2.02, Synergy_Loewe=-0.691, Synergy_HSA=-1.71. Cell line: EKVX. Drug 1: C1CN(P(=O)(OC1)NCCCl)CCCl. (2) Drug 1: CC1=C(N=C(N=C1N)C(CC(=O)N)NCC(C(=O)N)N)C(=O)NC(C(C2=CN=CN2)OC3C(C(C(C(O3)CO)O)O)OC4C(C(C(C(O4)CO)O)OC(=O)N)O)C(=O)NC(C)C(C(C)C(=O)NC(C(C)O)C(=O)NCCC5=NC(=CS5)C6=NC(=CS6)C(=O)NCCC[S+](C)C)O. Drug 2: N.N.Cl[Pt+2]Cl. Cell line: RPMI-8226. Synergy scores: CSS=50.5, Synergy_ZIP=-3.98, Synergy_Bliss=-0.394, Synergy_Loewe=3.09, Synergy_HSA=4.64. (3) Drug 1: COC1=C(C=C2C(=C1)N=CN=C2NC3=CC(=C(C=C3)F)Cl)OCCCN4CCOCC4. Drug 2: C1=NC2=C(N=C(N=C2N1C3C(C(C(O3)CO)O)O)F)N. Cell line: NCI-H522. Synergy scores: CSS=35.3, Synergy_ZIP=-3.95, Synergy_Bliss=-3.18, Synergy_Loewe=-6.39, Synergy_HSA=0.276. (4) Drug 1: C1CC(=O)NC(=O)C1N2CC3=C(C2=O)C=CC=C3N. Drug 2: C1=CN(C=N1)CC(O)(P(=O)(O)O)P(=O)(O)O. Cell line: HOP-92. Synergy scores: CSS=2.93, Synergy_ZIP=-4.23, Synergy_Bliss=-8.30, Synergy_Loewe=-5.53, Synergy_HSA=-5.11. (5) Drug 1: CCCS(=O)(=O)NC1=C(C(=C(C=C1)F)C(=O)C2=CNC3=C2C=C(C=N3)C4=CC=C(C=C4)Cl)F. Drug 2: CC1=C2C(C(=O)C3(C(CC4C(C3C(C(C2(C)C)(CC1OC(=O)C(C(C5=CC=CC=C5)NC(=O)OC(C)(C)C)O)O)OC(=O)C6=CC=CC=C6)(CO4)OC(=O)C)O)C)O. Cell line: HOP-92. Synergy scores: CSS=29.1, Synergy_ZIP=0.730, Synergy_Bliss=3.28, Synergy_Loewe=-58.7, Synergy_HSA=2.36. (6) Drug 1: CC12CCC(CC1=CCC3C2CCC4(C3CC=C4C5=CN=CC=C5)C)O. Drug 2: C1=NC2=C(N=C(N=C2N1C3C(C(C(O3)CO)O)O)F)N. Cell line: HOP-92. Synergy scores: CSS=1.76, Synergy_ZIP=-3.39, Synergy_Bliss=-2.44, Synergy_Loewe=-5.04, Synergy_HSA=-3.38. (7) Drug 1: C1=NC2=C(N=C(N=C2N1C3C(C(C(O3)CO)O)O)F)N. Drug 2: CC1=C2C(C(=O)C3(C(CC4C(C3C(C(C2(C)C)(CC1OC(=O)C(C(C5=CC=CC=C5)NC(=O)OC(C)(C)C)O)O)OC(=O)C6=CC=CC=C6)(CO4)OC(=O)C)O)C)O. Cell line: COLO 205. Synergy scores: CSS=25.6, Synergy_ZIP=-2.38, Synergy_Bliss=1.12, Synergy_Loewe=1.21, Synergy_HSA=1.41. (8) Drug 1: CC(C)CN1C=NC2=C1C3=CC=CC=C3N=C2N. Drug 2: N.N.Cl[Pt+2]Cl. Cell line: NCI-H460. Synergy scores: CSS=41.4, Synergy_ZIP=0.284, Synergy_Bliss=-2.49, Synergy_Loewe=-3.27, Synergy_HSA=-3.55. (9) Drug 1: C1=CC(=CC=C1CCC2=CNC3=C2C(=O)NC(=N3)N)C(=O)NC(CCC(=O)O)C(=O)O. Drug 2: C(CC(=O)O)C(=O)CN.Cl. Cell line: 786-0. Synergy scores: CSS=9.20, Synergy_ZIP=-12.6, Synergy_Bliss=-12.5, Synergy_Loewe=-9.67, Synergy_HSA=-7.15.